The task is: Regression. Given two drug SMILES strings and cell line genomic features, predict the synergy score measuring deviation from expected non-interaction effect.. This data is from NCI-60 drug combinations with 297,098 pairs across 59 cell lines. (1) Drug 1: CNC(=O)C1=NC=CC(=C1)OC2=CC=C(C=C2)NC(=O)NC3=CC(=C(C=C3)Cl)C(F)(F)F. Drug 2: C1CNP(=O)(OC1)N(CCCl)CCCl. Cell line: MDA-MB-231. Synergy scores: CSS=5.82, Synergy_ZIP=-2.81, Synergy_Bliss=-0.493, Synergy_Loewe=-1.73, Synergy_HSA=0.185. (2) Drug 1: C1CCC(C1)C(CC#N)N2C=C(C=N2)C3=C4C=CNC4=NC=N3. Drug 2: C1=CC(=CC=C1CCCC(=O)O)N(CCCl)CCCl. Cell line: NCI-H460. Synergy scores: CSS=13.4, Synergy_ZIP=-0.536, Synergy_Bliss=-1.13, Synergy_Loewe=-10.4, Synergy_HSA=-1.67. (3) Drug 1: C1CCC(C1)C(CC#N)N2C=C(C=N2)C3=C4C=CNC4=NC=N3. Drug 2: C1C(C(OC1N2C=NC3=C(N=C(N=C32)Cl)N)CO)O. Cell line: MALME-3M. Synergy scores: CSS=-0.658, Synergy_ZIP=-0.739, Synergy_Bliss=-1.23, Synergy_Loewe=-7.46, Synergy_HSA=-3.66.